This data is from Catalyst prediction with 721,799 reactions and 888 catalyst types from USPTO. The task is: Predict which catalyst facilitates the given reaction. (1) Reactant: [OH:1][CH2:2][C:3]1[N:8]=[C:7]([C:9]([OH:11])=[O:10])[CH:6]=[CH:5][CH:4]=1.[H-].[Na+].[CH3:14]I. Product: [CH3:14][O:1][CH2:2][C:3]1[N:8]=[C:7]([C:9]([OH:11])=[O:10])[CH:6]=[CH:5][CH:4]=1. The catalyst class is: 49. (2) The catalyst class is: 407. Product: [Cl:1][C:2]1[CH:3]=[C:4]([O:10][C:11]2[C:12]([F:28])=[C:13]([CH2:19][NH:20][C:21](=[O:27])[O:22][C:23]([CH3:25])([CH3:24])[CH3:26])[CH:14]=[CH:15][C:16]=2[CH2:17][CH3:18])[CH:5]=[C:6]([C:8]#[N:9])[CH:7]=1. Reactant: [Cl:1][C:2]1[CH:3]=[C:4]([O:10][C:11]2[C:12]([F:28])=[C:13]([CH2:19][NH:20][C:21](=[O:27])[O:22][C:23]([CH3:26])([CH3:25])[CH3:24])[CH:14]=[CH:15][C:16]=2[CH:17]=[CH2:18])[CH:5]=[C:6]([C:8]#[N:9])[CH:7]=1.C1(SC2C=CC=CC=2)C=CC=CC=1. (3) Reactant: C([O:4][CH2:5][CH2:6][CH2:7][CH2:8][C:9]1[CH:14]=[CH:13][C:12]([O:15][CH:16]([C:28]2[CH:33]=[CH:32][CH:31]=[CH:30][CH:29]=2)[CH2:17][CH2:18][N:19]([C:21]([O:23][C:24]([CH3:27])([CH3:26])[CH3:25])=[O:22])[CH3:20])=[CH:11][CH:10]=1)(=O)C.CO[Na]. The catalyst class is: 5. Product: [OH:4][CH2:5][CH2:6][CH2:7][CH2:8][C:9]1[CH:14]=[CH:13][C:12]([O:15][CH:16]([C:28]2[CH:29]=[CH:30][CH:31]=[CH:32][CH:33]=2)[CH2:17][CH2:18][N:19]([CH3:20])[C:21](=[O:22])[O:23][C:24]([CH3:27])([CH3:26])[CH3:25])=[CH:11][CH:10]=1. (4) Reactant: [CH2:1]([O:8][C:9]([N:11]([CH3:25])[CH:12]1[CH2:17][CH2:16][CH2:15][N:14](C(OC(C)(C)C)=O)[CH2:13]1)=[O:10])[C:2]1[CH:7]=[CH:6][CH:5]=[CH:4][CH:3]=1.C(O)(C(F)(F)F)=O. Product: [CH3:25][N:11]([CH:12]1[CH2:17][CH2:16][CH2:15][NH:14][CH2:13]1)[C:9](=[O:10])[O:8][CH2:1][C:2]1[CH:7]=[CH:6][CH:5]=[CH:4][CH:3]=1. The catalyst class is: 2. (5) Reactant: [O:1]=[C:2]1[C@@H:6]2[N:7]([C@H:10]([C:12]3[CH:17]=[CH:16][CH:15]=[CH:14][CH:13]=3)[CH3:11])[CH2:8][CH2:9][C@@H:5]2[CH2:4][N:3]1C(OC(C)(C)C)=O.FC(F)(F)C(O)=O. Product: [C:12]1([C@@H:10]([N:7]2[CH2:8][CH2:9][C@H:5]3[CH2:4][NH:3][C:2](=[O:1])[C@@H:6]23)[CH3:11])[CH:17]=[CH:16][CH:15]=[CH:14][CH:13]=1. The catalyst class is: 2. (6) Reactant: [CH2:1]([C:8]1[N:13]=[N:12][C:11]([N:14]2[CH2:19][CH2:18][N:17]([C:20]3[N:25]=[C:24]([C:26]([F:29])([F:28])[F:27])[C:23]([C:30]([O:32]C)=[O:31])=[CH:22][N:21]=3)[C@H:16]([CH3:34])[CH2:15]2)=[C:10]([CH3:35])[C:9]=1[CH3:36])[C:2]1[CH:7]=[CH:6][CH:5]=[CH:4][CH:3]=1.[Li+].[OH-]. Product: [CH2:1]([C:8]1[N:13]=[N:12][C:11]([N:14]2[CH2:19][CH2:18][N:17]([C:20]3[N:25]=[C:24]([C:26]([F:29])([F:28])[F:27])[C:23]([C:30]([OH:32])=[O:31])=[CH:22][N:21]=3)[C@H:16]([CH3:34])[CH2:15]2)=[C:10]([CH3:35])[C:9]=1[CH3:36])[C:2]1[CH:3]=[CH:4][CH:5]=[CH:6][CH:7]=1. The catalyst class is: 49. (7) Reactant: [CH2:1]([O:3][C:4](=[O:15])[CH2:5][S:6][C:7]1[CH:12]=[CH:11][C:10]([OH:13])=[CH:9][C:8]=1[CH3:14])[CH3:2].[OH:16][C@@H:17]([CH3:31])[CH2:18][CH2:19]OS(C1C=CC(C)=CC=1)(=O)=O.C(=O)([O-])[O-].[Cs+].[Cs+]. Product: [CH2:1]([O:3][C:4](=[O:15])[CH2:5][S:6][C:7]1[CH:12]=[CH:11][C:10]([O:13][CH2:19][CH2:18][C@@H:17]([OH:16])[CH3:31])=[CH:9][C:8]=1[CH3:14])[CH3:2]. The catalyst class is: 3. (8) Reactant: [Cl:1][C:2]1[CH:3]=[C:4]([CH2:13][C:14]([OH:16])=[O:15])[CH:5]=[C:6]([O:8][C:9]([F:12])([F:11])[F:10])[CH:7]=1.C([O-])(O)=O.[Na+].[CH3:22][CH2:23]O. Product: [Cl:1][C:2]1[CH:3]=[C:4]([CH2:13][C:14]([O:16][CH2:22][CH3:23])=[O:15])[CH:5]=[C:6]([O:8][C:9]([F:12])([F:11])[F:10])[CH:7]=1. The catalyst class is: 65.